This data is from Reaction yield outcomes from USPTO patents with 853,638 reactions. The task is: Predict the reaction yield, written as a fraction of the theoretical maximum amount of product (1.0 means a 100% yield; for example, 0.34 means a 34% yield). (1) The reactants are [CH2:1]([O:8][CH:9]1[CH2:14][CH2:13][CH:12]([C:15]([OH:17])=O)[CH2:11][CH2:10]1)[C:2]1[CH:7]=[CH:6][CH:5]=[CH:4][CH:3]=1.C([N:20](CC)CC)C.ClC(OCC)=O. The catalyst is C(Cl)Cl. The product is [CH2:1]([O:8][CH:9]1[CH2:14][CH2:13][CH:12]([C:15]([NH2:20])=[O:17])[CH2:11][CH2:10]1)[C:2]1[CH:7]=[CH:6][CH:5]=[CH:4][CH:3]=1. The yield is 0.967. (2) The yield is 0.920. The product is [N+:16]([C:19]1[CH:24]=[CH:23][CH:22]=[CH:21][C:20]=1[S:25]([NH:8][CH:5]1[CH2:6][CH2:7][S:2][CH2:3][CH2:4]1)(=[O:27])=[O:26])([O-:18])=[O:17]. The catalyst is C1COCC1. The reactants are Cl.[S:2]1[CH2:7][CH2:6][CH:5]([NH2:8])[CH2:4][CH2:3]1.C(N(CC)CC)C.[N+:16]([C:19]1[CH:24]=[CH:23][CH:22]=[CH:21][C:20]=1[S:25](Cl)(=[O:27])=[O:26])([O-:18])=[O:17]. (3) The reactants are [N:1]1[CH:6]=[CH:5][CH:4]=[C:3]([N:7]2[C:15]3[C:10](=[CH:11][CH:12]=[CH:13][CH:14]=3)[CH:9]=[CH:8]2)[CH:2]=1.ClN1C(=[O:22])CCC1=O. No catalyst specified. The product is [N:1]1[CH:6]=[CH:5][CH:4]=[C:3]([N:7]2[C:15]3[C:10](=[CH:11][CH:12]=[CH:13][CH:14]=3)[CH2:9][C:8]2=[O:22])[CH:2]=1. The yield is 0.590. (4) The reactants are [F:1][C:2]1[CH:3]=[C:4]([CH:33]=[CH:34][C:35]=1[F:36])[CH2:5][N:6]1[CH2:32][CH2:31][C:9]2([N:18]([C:19]3[CH:24]=[CH:23][C:22]([O:25][CH3:26])=[CH:21][CH:20]=3)[C:17](=[O:27])[C:16]3[C:11](=[CH:12][C:13]([C:28]([OH:30])=[O:29])=[CH:14][CH:15]=3)[NH:10]2)[CH2:8][CH2:7]1.C(=O)([O-])[O-].[Cs+].[Cs+].CN(C)C=O.[CH2:48](I)[CH3:49]. The catalyst is O. The product is [F:1][C:2]1[CH:3]=[C:4]([CH:33]=[CH:34][C:35]=1[F:36])[CH2:5][N:6]1[CH2:7][CH2:8][C:9]2([N:18]([C:19]3[CH:20]=[CH:21][C:22]([O:25][CH3:26])=[CH:23][CH:24]=3)[C:17](=[O:27])[C:16]3[C:11](=[CH:12][C:13]([C:28]([O:30][CH2:48][CH3:49])=[O:29])=[CH:14][CH:15]=3)[NH:10]2)[CH2:31][CH2:32]1. The yield is 0.140. (5) The product is [CH2:1]([O:8][C:9]1[CH:14]=[CH:13][C:12]([NH2:15])=[CH:11][C:10]=1[F:18])[C:2]1[CH:3]=[CH:4][CH:5]=[CH:6][CH:7]=1. The yield is 0.870. The reactants are [CH2:1]([O:8][C:9]1[CH:14]=[CH:13][C:12]([N+:15]([O-])=O)=[CH:11][C:10]=1[F:18])[C:2]1[CH:7]=[CH:6][CH:5]=[CH:4][CH:3]=1.C1(C)C=CC=CC=1.C([O-])=O.[NH4+]. The catalyst is [Fe].O.